This data is from Reaction yield outcomes from USPTO patents with 853,638 reactions. The task is: Predict the reaction yield, written as a fraction of the theoretical maximum amount of product (1.0 means a 100% yield; for example, 0.34 means a 34% yield). (1) The reactants are COC1C=CC(P2(SP(C3C=CC(OC)=CC=3)(=S)S2)=[S:10])=CC=1.[F:23][C:24]1[CH:29]=[CH:28][C:27]([C:30]2[O:31][C:32]3[CH:41]=[C:40]([NH:42][S:43]([CH3:46])(=[O:45])=[O:44])[C:39]([O:47][CH:48]([CH3:50])[CH3:49])=[CH:38][C:33]=3[C:34]=2[C:35]([NH2:37])=O)=[CH:26][CH:25]=1. The catalyst is C1COCC1. The product is [F:23][C:24]1[CH:29]=[CH:28][C:27]([C:30]2[O:31][C:32]3[CH:41]=[C:40]([NH:42][S:43]([CH3:46])(=[O:44])=[O:45])[C:39]([O:47][CH:48]([CH3:49])[CH3:50])=[CH:38][C:33]=3[C:34]=2[C:35](=[S:10])[NH2:37])=[CH:26][CH:25]=1. The yield is 0.290. (2) The reactants are C[Al](C)C.CCCCCC.[CH:11]1[C:16]([NH2:17])=[CH:15][CH:14]=[C:13]([S:18]([NH:21][C:22]2[S:26][CH:25]=[CH:24][N:23]=2)(=[O:20])=[O:19])[CH:12]=1.[Cl:27][C:28]1[CH:29]=[C:30]2[C:35](=[CH:36][CH:37]=1)[N:34]([C@H:38]1[CH2:42][CH2:41][O:40][C:39]1=[O:43])[CH2:33][CH2:32][CH2:31]2.Cl. The catalyst is ClCCl.C(OC(=O)C)C. The product is [Cl:27][C:28]1[CH:29]=[C:30]2[C:35](=[CH:36][CH:37]=1)[N:34]([C@@H:38]([CH2:42][CH2:41][OH:40])[C:39]([NH:17][C:16]1[CH:11]=[CH:12][C:13]([S:18](=[O:20])(=[O:19])[NH:21][C:22]3[S:26][CH:25]=[CH:24][N:23]=3)=[CH:14][CH:15]=1)=[O:43])[CH2:33][CH2:32][CH2:31]2. The yield is 0.300. (3) The reactants are [O:1]=[C:2]([NH:21][C:22]1[CH:23]=[C:24]2[C:34](=[O:35])[NH:33][N:32]=[CH:31][C:26]3=[CH:27][NH:28][C:29]([CH:30]=1)=[C:25]23)[C@H:3]([NH:13]C(=O)OC(C)(C)C)[CH2:4][O:5][CH2:6][C:7]1[CH:12]=[CH:11][CH:10]=[CH:9][CH:8]=1.[ClH:36]. The catalyst is O1CCOCC1. The product is [ClH:36].[NH2:13][C@H:3]([CH2:4][O:5][CH2:6][C:7]1[CH:12]=[CH:11][CH:10]=[CH:9][CH:8]=1)[C:2]([NH:21][C:22]1[CH:23]=[C:24]2[C:34](=[O:35])[NH:33][N:32]=[CH:31][C:26]3=[CH:27][NH:28][C:29]([CH:30]=1)=[C:25]23)=[O:1]. The yield is 1.00. (4) The reactants are [C:1]([C:5]1[CH:12]=[CH:11][C:8]([CH:9]=O)=[CH:7][CH:6]=1)([CH3:4])([CH3:3])[CH3:2].[NH2:13][C:14]1[S:15][C:16]([CH3:19])=[N:17][N:18]=1.C([O:22][C:23](=O)[C:24]([OH:38])=[CH:25][C:26]([C:28]1[CH:33]=[CH:32][C:31]([O:34][CH2:35][CH2:36][OH:37])=[CH:30][CH:29]=1)=[O:27])C. No catalyst specified. The product is [C:1]([C:5]1[CH:12]=[CH:11][C:8]([CH:9]2[N:13]([C:14]3[S:15][C:16]([CH3:19])=[N:17][N:18]=3)[C:23](=[O:22])[C:24]([OH:38])=[C:25]2[C:26](=[O:27])[C:28]2[CH:33]=[CH:32][C:31]([O:34][CH2:35][CH2:36][OH:37])=[CH:30][CH:29]=2)=[CH:7][CH:6]=1)([CH3:4])([CH3:3])[CH3:2]. The yield is 0.0800. (5) The reactants are [NH:1]1[C:9]2[C:4](=[CH:5][CH:6]=[CH:7][CH:8]=2)[C:3](=O)[C:2]1=[O:11].[CH3:12][O:13][C:14]1[CH:19]=[CH:18][C:17]([C:20](=O)[CH3:21])=[CH:16][CH:15]=1.[OH-:23].[K+]. The catalyst is CCO.O. The product is [CH3:12][O:13][C:14]1[CH:19]=[CH:18][C:17]([C:20]2[CH:21]=[C:3]([C:2]([OH:11])=[O:23])[C:4]3[C:9](=[CH:8][CH:7]=[CH:6][CH:5]=3)[N:1]=2)=[CH:16][CH:15]=1. The yield is 0.500.